The task is: Predict the reactants needed to synthesize the given product.. This data is from Full USPTO retrosynthesis dataset with 1.9M reactions from patents (1976-2016). (1) The reactants are: [C:1]([N:8](C)[C@H:9](C=O)[CH:10]([CH3:12])[CH3:11])(OC(C)(C)C)=O.C([Cl:19])(=O)C.[CH:20](OC)([O:23][CH3:24])[O:21][CH3:22]. Given the product [ClH:19].[CH3:22][O:21][CH:20]([O:23][CH3:24])[C@@H:9]([NH:8][CH3:1])[CH:10]([CH3:12])[CH3:11], predict the reactants needed to synthesize it. (2) Given the product [C:45]([Si:42]([CH3:44])([CH3:43])[O:41][C:19]1[CH:20]=[CH:21][C:22]2[C:23]3[C:24]([C:26]4[CH:27]=[CH:28][C:29]([O:32][CH2:33][CH2:34][N:35]5[CH2:36][CH2:37][CH2:38][CH2:39]5)=[CH:30][CH:31]=4)([CH3:25])[O:40][C:9]4[CH:8]=[C:7]([O:6][Si:5]([C:1]([CH3:4])([CH3:2])[CH3:3])([CH3:49])[CH3:50])[CH:12]=[CH:11][C:10]=4[C:14]=3[CH2:15][O:16][C:17]=2[CH:18]=1)([CH3:46])([CH3:48])[CH3:47], predict the reactants needed to synthesize it. The reactants are: [C:1]([Si:5]([CH3:50])([CH3:49])[O:6][C:7]1[CH:8]=[CH:9][C:10]([C:14]2[CH2:15][O:16][C:17]3[C:22]([C:23]=2[C:24]([OH:40])([C:26]2[CH:31]=[CH:30][C:29]([O:32][CH2:33][CH2:34][N:35]4[CH2:39][CH2:38][CH2:37][CH2:36]4)=[CH:28][CH:27]=2)[CH3:25])=[CH:21][CH:20]=[C:19]([O:41][Si:42]([C:45]([CH3:48])([CH3:47])[CH3:46])([CH3:44])[CH3:43])[CH:18]=3)=[C:11](O)[CH:12]=1)([CH3:4])([CH3:3])[CH3:2].Cl. (3) Given the product [CH2:31]([O:32][C:16]([NH:15][CH2:14][CH2:10][CH2:9][O:1][C:2]1[CH:3]=[CH:4][C:5]([C:8]2[CH:13]=[CH:12][CH:11]=[C:10]([CH2:14][NH:15][C:16](=[O:22])[O:17][C:18]([CH3:19])([CH3:21])[CH3:20])[CH:9]=2)=[CH:6][CH:7]=1)=[O:17])[C:30]1[CH:29]=[CH:36][CH:35]=[CH:34][CH:33]=1, predict the reactants needed to synthesize it. The reactants are: [OH:1][C:2]1[CH:7]=[CH:6][C:5]([C:8]2[CH:13]=[CH:12][CH:11]=[C:10]([CH2:14][NH:15][C:16](=[O:22])[O:17][C:18]([CH3:21])([CH3:20])[CH3:19])[CH:9]=2)=[CH:4][CH:3]=1.BrCCCN1[C:31](=[O:32])[C:30]2=[CH:33][CH:34]=[CH:35][CH:36]=[C:29]2C1=O. (4) Given the product [Br:1][C:2]1[CH:7]=[CH:6][C:5]([CH2:8][C:11]#[N:12])=[C:4]([F:10])[CH:3]=1, predict the reactants needed to synthesize it. The reactants are: [Br:1][C:2]1[CH:7]=[CH:6][C:5]([CH2:8]Br)=[C:4]([F:10])[CH:3]=1.[C-:11]#[N:12].[K+]. (5) Given the product [F:19][C:16]1[CH:17]=[CH:18][C:13]([N:8]2[C:7](=[O:20])[C:6]([C:4]([OH:5])=[O:3])=[N:11][NH:10][C:9]2=[O:12])=[CH:14][CH:15]=1, predict the reactants needed to synthesize it. The reactants are: C([O:3][C:4]([C:6]1[C:7](=[O:20])[N:8]([C:13]2[CH:18]=[CH:17][C:16]([F:19])=[CH:15][CH:14]=2)[C:9](=[O:12])[NH:10][N:11]=1)=[O:5])C.[OH-].[Na+].